Dataset: Reaction yield outcomes from USPTO patents with 853,638 reactions. Task: Predict the reaction yield, written as a fraction of the theoretical maximum amount of product (1.0 means a 100% yield; for example, 0.34 means a 34% yield). The reactants are [F:1][C:2]1[CH:10]=[CH:9][C:5]([C:6](Cl)=[O:7])=[CH:4][CH:3]=1.Cl.[F:12][C:13]([F:37])([F:36])[C:14]1[CH:15]=[C:16]([CH:29]=[C:30](C(F)(F)F)[CH:31]=1)[CH2:17][O:18][CH2:19][CH:20]([C:23]1[CH:28]=[CH:27][CH:26]=[CH:25][CH:24]=1)[CH2:21][NH2:22].C(N(CC)CC)C. The catalyst is C(Cl)Cl. The product is [F:36][C:13]([F:37])([F:12])[C:14]1[CH:15]=[C:16]([CH:29]=[CH:30][C:31]=1[C:13]([F:37])([F:36])[F:12])[CH2:17][O:18][CH2:19][CH:20]([C:23]1[CH:24]=[CH:25][CH:26]=[CH:27][CH:28]=1)[CH2:21][NH:22][C:6](=[O:7])[C:5]1[CH:9]=[CH:10][C:2]([F:1])=[CH:3][CH:4]=1. The yield is 0.940.